This data is from Full USPTO retrosynthesis dataset with 1.9M reactions from patents (1976-2016). The task is: Predict the reactants needed to synthesize the given product. (1) Given the product [F:1][C:2]1[C:3]([C:25]2[O:29][N:28]=[C:27]([CH3:30])[N:26]=2)=[C:4]([C:8]([N:10]2[CH2:14][CH:13]3[CH:12]([CH2:17][NH:16][CH2:15]3)[CH2:11]2)=[O:9])[CH:5]=[CH:6][CH:7]=1, predict the reactants needed to synthesize it. The reactants are: [F:1][C:2]1[C:3]([C:25]2[O:29][N:28]=[C:27]([CH3:30])[N:26]=2)=[C:4]([C:8]([N:10]2[CH2:14][CH:13]3[CH2:15][N:16](C(OC(C)(C)C)=O)[CH2:17][CH:12]3[CH2:11]2)=[O:9])[CH:5]=[CH:6][CH:7]=1.C(O)(C(F)(F)F)=O. (2) Given the product [CH:13]1([NH:12][C:3]2[N:4]=[C:5]3[CH:11]=[CH:10][N:9]=[CH:8][C:6]3=[N:7][C:2]=2[N:23]2[CH2:22][CH2:21][C:20](=[CH:19][C:18]3[CH:26]=[C:27]([F:30])[CH:28]=[CH:29][C:17]=3[F:16])[CH2:25][CH2:24]2)[CH2:15][CH2:14]1, predict the reactants needed to synthesize it. The reactants are: Cl[C:2]1[N:7]=[C:6]2[CH:8]=[N:9][CH:10]=[CH:11][C:5]2=[N:4][C:3]=1[NH:12][CH:13]1[CH2:15][CH2:14]1.[F:16][C:17]1[CH:29]=[CH:28][C:27]([F:30])=[CH:26][C:18]=1[CH:19]=[C:20]1[CH2:25][CH2:24][NH:23][CH2:22][CH2:21]1.CCN(C(C)C)C(C)C.